Dataset: Full USPTO retrosynthesis dataset with 1.9M reactions from patents (1976-2016). Task: Predict the reactants needed to synthesize the given product. (1) Given the product [CH2:1]([O:3][C:4]([C:6]1[S:7][C:8]([C:12]([OH:14])=[O:13])=[C:9]([CH3:11])[N:10]=1)=[O:5])[CH3:2], predict the reactants needed to synthesize it. The reactants are: [CH2:1]([O:3][C:4]([C:6]1[S:7][C:8]([C:12]([O:14]C(C)(C)C)=[O:13])=[C:9]([CH3:11])[N:10]=1)=[O:5])[CH3:2].FC(F)(F)C(O)=O. (2) Given the product [OH:11][CH2:10][C@@H:9]([NH:8][C:6](=[O:7])[O:5][C:1]([CH3:3])([CH3:2])[CH3:4])[CH2:14][N:15]1[CH:19]=[C:18]([C:20]([F:22])([F:23])[F:21])[N:17]=[CH:16]1, predict the reactants needed to synthesize it. The reactants are: [C:1]([O:5][C:6]([NH:8][C@@H:9]([CH2:14][N:15]1[CH:19]=[C:18]([C:20]([F:23])([F:22])[F:21])[N:17]=[CH:16]1)[C:10](OC)=[O:11])=[O:7])([CH3:4])([CH3:3])[CH3:2].[BH4-].[Na+]. (3) The reactants are: [Br:1][C:2]1[CH:3]=[CH:4][C:5]([NH2:12])=[C:6]([CH:11]=1)[C:7](OC)=[O:8].[NH2:13][C:14]1[CH:15]=[C:16]([CH:21]=[CH:22][C:23]=1[CH3:24])[C:17]([O:19][CH3:20])=[O:18].[CH2:25](OC(OCC)OCC)C.C(O)(=O)C. Given the product [Br:1][C:2]1[CH:11]=[C:6]2[C:5](=[CH:4][CH:3]=1)[N:12]=[CH:25][N:13]([C:14]1[CH:15]=[C:16]([CH:21]=[CH:22][C:23]=1[CH3:24])[C:17]([O:19][CH3:20])=[O:18])[C:7]2=[O:8], predict the reactants needed to synthesize it. (4) The reactants are: Cl[CH2:2][C:3]([NH:5][C:6]1[CH:14]=[CH:13][C:12]([Cl:15])=[C:11]2[C:7]=1[C:8](=[O:33])[N:9]([C@@H:16]([C:22]1[CH:27]=[CH:26][C:25]([O:28][CH3:29])=[C:24]([O:30][CH2:31][CH3:32])[CH:23]=1)[CH2:17][S:18]([CH3:21])(=[O:20])=[O:19])[CH2:10]2)=[O:4].[NH:34]1[CH2:39][CH2:38][O:37][CH2:36][CH2:35]1.Cl. Given the product [Cl:15][C:12]1[CH:13]=[CH:14][C:6]([NH:5][C:3](=[O:4])[CH2:2][N:34]2[CH2:39][CH2:38][O:37][CH2:36][CH2:35]2)=[C:7]2[C:11]=1[CH2:10][N:9]([C@@H:16]([C:22]1[CH:27]=[CH:26][C:25]([O:28][CH3:29])=[C:24]([O:30][CH2:31][CH3:32])[CH:23]=1)[CH2:17][S:18]([CH3:21])(=[O:20])=[O:19])[C:8]2=[O:33], predict the reactants needed to synthesize it. (5) Given the product [NH2:7][CH:8]([CH2:21][C:22]1[C:30]2[C:25](=[CH:26][CH:27]=[CH:28][CH:29]=2)[NH:24][CH:23]=1)[C:9]([N:11]1[CH2:20][CH2:19][C:18]2[C:13](=[CH:14][CH:15]=[CH:16][CH:17]=2)[CH2:12]1)=[O:10], predict the reactants needed to synthesize it. The reactants are: C(OC(=O)[NH:7][CH:8]([CH2:21][C:22]1[C:30]2[C:25](=[CH:26][CH:27]=[CH:28][CH:29]=2)[NH:24][CH:23]=1)[C:9]([N:11]1[CH2:20][CH2:19][C:18]2[C:13](=[CH:14][CH:15]=[CH:16][CH:17]=2)[CH2:12]1)=[O:10])(C)(C)C.FC(F)(F)C(O)=O. (6) The reactants are: [NH2:1][C:2]1[CH:7]=[CH:6][CH:5]=[CH:4][C:3]=1[SH:8].[C:9]1([C:15]2[CH:16]=[C:17]([OH:23])[C:18](=[CH:21][CH:22]=2)[CH:19]=O)[CH:14]=[CH:13][CH:12]=[CH:11][CH:10]=1. Given the product [S:8]1[C:3]2[CH:4]=[CH:5][CH:6]=[CH:7][C:2]=2[N:1]=[C:19]1[C:18]1[CH:21]=[CH:22][C:15]([C:9]2[CH:14]=[CH:13][CH:12]=[CH:11][CH:10]=2)=[CH:16][C:17]=1[OH:23], predict the reactants needed to synthesize it. (7) Given the product [C:20]([O:1][CH2:2][CH2:3][O:4][C:5]1[CH:18]=[CH:17][C:16]2[S:15][C:14]3[C:9](=[CH:10][CH:11]=[CH:12][CH:13]=3)[C:8](=[O:19])[C:7]=2[CH:6]=1)(=[O:24])[C:21]([CH3:23])=[CH2:22], predict the reactants needed to synthesize it. The reactants are: [OH:1][CH2:2][CH2:3][O:4][C:5]1[CH:18]=[CH:17][C:16]2[S:15][C:14]3[C:9](=[CH:10][CH:11]=[CH:12][CH:13]=3)[C:8](=[O:19])[C:7]=2[CH:6]=1.[C:20](O[C:20](=[O:24])[C:21]([CH3:23])=[CH2:22])(=[O:24])[C:21]([CH3:23])=[CH2:22].C(N(CC)CC)C.O. (8) The reactants are: CC(C)([O-])C.[K+].[CH:7]([C:9]1[C:13]([CH3:14])=[C:12]([CH3:15])[NH:11][C:10]=1[C:16]([O:18][CH3:19])=[O:17])=[O:8].[CH3:20][C@H:21]1[CH2:23][C@@H:22]1[CH2:24]Br. Given the product [CH:7]([C:9]1[C:13]([CH3:14])=[C:12]([CH3:15])[N:11]([CH2:20][C@H:21]2[CH2:23][C@@H:22]2[CH3:24])[C:10]=1[C:16]([O:18][CH3:19])=[O:17])=[O:8], predict the reactants needed to synthesize it. (9) The reactants are: C(=O)([S:3][CH2:4][C@@H:5]1[C@@H:12]2[C@@H:8]([O:9][C:10]([CH3:14])([CH3:13])[O:11]2)[C@H:7]([N:15]2[CH:23]=[N:22][C:21]3[C:16]2=[N:17][CH:18]=[N:19][C:20]=3[NH2:24])[O:6]1)C. Given the product [NH2:24][C:20]1[N:19]=[CH:18][N:17]=[C:16]2[C:21]=1[N:22]=[CH:23][N:15]2[C@H:7]1[C@@H:8]2[O:9][C:10]([CH3:13])([CH3:14])[O:11][C@@H:12]2[C@@H:5]([CH2:4][SH:3])[O:6]1, predict the reactants needed to synthesize it. (10) Given the product [ClH:1].[Cl:1][C:2]1[CH:3]=[C:4]([CH:12]2[CH2:15][C:14]3([CH2:20][CH2:19][NH:18][CH2:17][CH2:16]3)[CH2:13]2)[CH:5]=[CH:6][C:7]=1[Cl:8], predict the reactants needed to synthesize it. The reactants are: [Cl:1][C:2]1[CH:3]=[C:4]([Mg]Br)[CH:5]=[CH:6][C:7]=1[Cl:8].O=[C:12]1[CH2:15][C:14]2([CH2:20][CH2:19][N:18](C(OC(C)(C)C)=O)[CH2:17][CH2:16]2)[CH2:13]1.Cl.FC(F)(F)OC1C=C(C2CC3(CCNCC3)C2)C=CC=1.Cl.C(OCC)C.